Task: Predict which catalyst facilitates the given reaction.. Dataset: Catalyst prediction with 721,799 reactions and 888 catalyst types from USPTO (1) Reactant: [C:1]12([O:11][CH2:12][CH2:13][O:14][CH2:15][CH2:16][O:17][CH2:18][CH2:19][O:20][CH2:21][CH2:22][O:23][CH2:24][CH2:25][CH2:26][CH2:27][N:28]=[N+]=[N-])[CH2:10][CH:5]3[CH2:6][CH:7]([CH2:9][CH:3]([CH2:4]3)[CH2:2]1)[CH2:8]2.C1(P(C2C=CC=CC=2)C2C=CC=CC=2)C=CC=CC=1.O. Product: [C:1]12([O:11][CH2:12][CH2:13][O:14][CH2:15][CH2:16][O:17][CH2:18][CH2:19][O:20][CH2:21][CH2:22][O:23][CH2:24][CH2:25][CH2:26][CH2:27][NH2:28])[CH2:10][CH:5]3[CH2:4][CH:3]([CH2:9][CH:7]([CH2:6]3)[CH2:8]1)[CH2:2]2. The catalyst class is: 165. (2) Reactant: [Cl:1][C:2]1[C:7]([O:8][CH3:9])=[C:6]([O:10][CH3:11])[CH:5]=[CH:4][C:3]=1[CH:12]=[CH:13][C:14]([OH:16])=[O:15]. Product: [Cl:1][C:2]1[C:7]([O:8][CH3:9])=[C:6]([O:10][CH3:11])[CH:5]=[CH:4][C:3]=1[CH2:12][CH2:13][C:14]([OH:16])=[O:15]. The catalyst class is: 45. (3) The catalyst class is: 5. Product: [CH3:12][C:9]1[CH:10]=[C:11]2[C:6](=[CH:7][CH:8]=1)[NH:5][C:4]1[S:13][N:23]=[C:14]([C:16]3[CH:21]=[CH:20][C:19]([CH3:22])=[CH:18][CH:17]=3)[C:3]=1[C:2]2=[O:1]. Reactant: [OH:1][C:2]1[C:11]2[C:6](=[CH:7][CH:8]=[C:9]([CH3:12])[CH:10]=2)[NH:5][C:4](=[S:13])[C:3]=1[C:14]([C:16]1[CH:21]=[CH:20][C:19]([CH3:22])=[CH:18][CH:17]=1)=O.[NH2:23]OS(O)(=O)=O.[OH-].[Li+]. (4) Reactant: Br[C:2]1[CH:3]=[C:4]([Cl:35])[C:5]([O:8][CH:9]2[CH2:14][CH2:13][N:12]([CH2:15][C:16]3[C:30]([CH:31]4[CH2:33][CH2:32]4)=[CH:29][C:19]([C:20]([NH:22][S:23]([CH:26]4[CH2:28][CH2:27]4)(=[O:25])=[O:24])=[O:21])=[C:18]([F:34])[CH:17]=3)[CH2:11][CH2:10]2)=[N:6][CH:7]=1.[CH:36]1(B(O)O)[CH2:38][CH2:37]1.[O-]P([O-])([O-])=O.[K+].[K+].[K+]. Product: [ClH:35].[Cl:35][C:4]1[C:5]([O:8][CH:9]2[CH2:14][CH2:13][N:12]([CH2:15][C:16]3[C:30]([CH:31]4[CH2:33][CH2:32]4)=[CH:29][C:19]([C:20]([NH:22][S:23]([CH:26]4[CH2:28][CH2:27]4)(=[O:25])=[O:24])=[O:21])=[C:18]([F:34])[CH:17]=3)[CH2:11][CH2:10]2)=[N:6][CH:7]=[C:2]([CH:36]2[CH2:38][CH2:37]2)[CH:3]=1. The catalyst class is: 77. (5) Reactant: C(N(CC)CC)C.[OH:8][C@@H:9]([CH2:14][C:15]1[CH:20]=[CH:19][CH:18]=[CH:17][CH:16]=1)[C:10]([O:12][CH3:13])=[O:11].[CH3:21][S:22](Cl)(=[O:24])=[O:23].Cl. Product: [CH3:21][S:22]([O:8][C@@H:9]([CH2:14][C:15]1[CH:20]=[CH:19][CH:18]=[CH:17][CH:16]=1)[C:10]([O:12][CH3:13])=[O:11])(=[O:24])=[O:23]. The catalyst class is: 226. (6) Product: [F:11][C:10]1[C:9]([C:12]2[CH:17]=[CH:16][CH:15]=[CH:14][CH:13]=2)=[C:8]([CH3:18])[C:7]([C:19]#[N:20])=[C:5]2[C:4]=1[O:3][C:2]([N:34]1[CH2:35][CH:32]([CH2:31][OH:30])[CH2:33]1)=[N:6]2. Reactant: Cl[C:2]1[O:3][C:4]2[C:5](=[C:7]([C:19]#[N:20])[C:8]([CH3:18])=[C:9]([C:12]3[CH:17]=[CH:16][CH:15]=[CH:14][CH:13]=3)[C:10]=2[F:11])[N:6]=1.C(N(C(C)C)CC)(C)C.[OH:30][CH2:31][CH:32]1[CH2:35][NH:34][CH2:33]1. The catalyst class is: 366.